From a dataset of Catalyst prediction with 721,799 reactions and 888 catalyst types from USPTO. Predict which catalyst facilitates the given reaction. (1) Reactant: [NH:1]1[C:9]2[C:4](=[CH:5][C:6]([C:10]([OH:12])=[O:11])=[CH:7][CH:8]=2)[CH:3]=[N:2]1.[N+](=[CH2:15])=[N-]. Product: [NH:1]1[C:9]2[C:4](=[CH:5][C:6]([C:10]([O:12][CH3:15])=[O:11])=[CH:7][CH:8]=2)[CH:3]=[N:2]1. The catalyst class is: 305. (2) Reactant: [F:1][C:2]([F:21])([F:20])[C:3]1[CH:4]=[C:5]([C:9]2[S:10][C:11]3[C:16]([N:17]=2)=[C:15]([CH2:18][OH:19])[CH:14]=[CH:13][N:12]=3)[CH:6]=[CH:7][CH:8]=1.C1C=C[NH+]=CC=1.[O-][Cr](Cl)(=O)=O. Product: [F:20][C:2]([F:1])([F:21])[C:3]1[CH:4]=[C:5]([C:9]2[S:10][C:11]3[C:16]([N:17]=2)=[C:15]([CH:18]=[O:19])[CH:14]=[CH:13][N:12]=3)[CH:6]=[CH:7][CH:8]=1. The catalyst class is: 2. (3) Reactant: [CH2:1]([O:8][CH2:9][C@H:10]([CH:27]([CH3:29])[CH3:28])[CH2:11][C@H:12]1[C:17]([O:18][CH2:19][CH3:20])=N[C@H](C(C)C)C(OCC)=[N:13]1)[C:2]1[CH:7]=[CH:6][CH:5]=[CH:4][CH:3]=1.Cl.C([O-])(O)=[O:32].[Na+]. Product: [NH2:13][C@@H:12]([CH2:11][C@H:10]([CH2:9][O:8][CH2:1][C:2]1[CH:7]=[CH:6][CH:5]=[CH:4][CH:3]=1)[CH:27]([CH3:29])[CH3:28])[C:17]([O:18][CH2:19][CH3:20])=[O:32]. The catalyst class is: 23. (4) Reactant: [Br:1][C:2]1[CH:3]=[CH:4][C:5]([C:8]2[CH2:12][C@@H:11]([CH2:13][N:14]3[CH2:19][CH2:18][S:17][CH2:16][CH2:15]3)[O:10][N:9]=2)=[N:6][CH:7]=1.O.[OH:21]OS([O-])=O.[K+]. Product: [Br:1][C:2]1[CH:3]=[CH:4][C:5]([C:8]2[CH2:12][C@@H:11]([CH2:13][N:14]3[CH2:19][CH2:18][S:17](=[O:21])[CH2:16][CH2:15]3)[O:10][N:9]=2)=[N:6][CH:7]=1. The catalyst class is: 10. (5) Reactant: C(OC([NH:8][C:9]1[CH:14]=[C:13]([CH3:15])[CH:12]=[C:11]([O:16][CH2:17][CH2:18][C:19]2[CH:24]=[CH:23][C:22]([C:25]#[N:26])=[CH:21][CH:20]=2)[CH:10]=1)=O)(C)(C)C. The catalyst class is: 617. Product: [NH2:8][C:9]1[CH:14]=[C:13]([CH3:15])[CH:12]=[C:11]([O:16][CH2:17][CH2:18][C:19]2[CH:20]=[CH:21][C:22]([C:25]#[N:26])=[CH:23][CH:24]=2)[CH:10]=1. (6) Reactant: Cl[C:2]1[C:7]([C:8]2[CH:13]=[CH:12][C:11]([N+:14]([O-:16])=[O:15])=[CH:10][CH:9]=2)=[C:6]([CH2:17][CH3:18])[N:5]=[C:4]([NH2:19])[N:3]=1.CN.Cl.C[CH2:24][N:25](CC)CC.O. Product: [CH2:17]([C:6]1[N:5]=[C:4]([NH2:19])[N:3]=[C:2]([NH:25][CH3:24])[C:7]=1[C:8]1[CH:13]=[CH:12][C:11]([N+:14]([O-:16])=[O:15])=[CH:10][CH:9]=1)[CH3:18]. The catalyst class is: 12.